This data is from PAMPA (Parallel Artificial Membrane Permeability Assay) permeability data from NCATS. The task is: Regression/Classification. Given a drug SMILES string, predict its absorption, distribution, metabolism, or excretion properties. Task type varies by dataset: regression for continuous measurements (e.g., permeability, clearance, half-life) or binary classification for categorical outcomes (e.g., BBB penetration, CYP inhibition). Dataset: pampa_ncats. The molecule is C1CC2(CCN(CC2)C(=O)C3=CC=NC=C3)CN(C1)C(C4=CC=CC=C4)C5=CC=CC=C5. The result is 1 (high permeability).